Dataset: Forward reaction prediction with 1.9M reactions from USPTO patents (1976-2016). Task: Predict the product of the given reaction. (1) Given the reactants [Br:1]Br.[O:3]=[C:4]1[C:13](C(O)=O)=[CH:12][C:11]2[C:6](=[CH:7][N:8]=[CH:9][CH:10]=2)[NH:5]1, predict the reaction product. The product is: [Br:1][C:13]1[C:4](=[O:3])[NH:5][C:6]2[C:11]([CH:12]=1)=[CH:10][CH:9]=[N:8][CH:7]=2. (2) Given the reactants [C:1]([C:3]1[CH:8]=[CH:7][C:6]([C:9]2[C:10]([C:17]#[N:18])=[C:11]([CH2:15][OH:16])[NH:12][C:13]=2[CH3:14])=[CH:5][CH:4]=1)#[N:2].[CH3:19][O-].[Na+].[Cl-].[Na+], predict the reaction product. The product is: [C:1]([C:3]1[CH:4]=[CH:5][C:6]([C:9]2[C:10]([C:17]#[N:18])=[C:11]([CH2:15][O:16][CH3:19])[NH:12][C:13]=2[CH3:14])=[CH:7][CH:8]=1)#[N:2]. (3) The product is: [N+:1]([C:4]1[CH:13]=[C:12]2[C:7]([CH:8]=[CH:9][N:10]([CH2:29][CH2:30][CH2:31][N:32]3[CH2:36][CH2:35][O:34][C:33]3=[O:37])[C:11]2=[O:14])=[CH:6][C:5]=1[N:15]1[CH2:16][CH2:17][N:18]([C:21]2[CH:26]=[CH:25][CH:24]=[CH:23][C:22]=2[CH3:27])[CH2:19][CH2:20]1)([O-:3])=[O:2]. Given the reactants [N+:1]([C:4]1[CH:13]=[C:12]2[C:7]([CH:8]=[CH:9][NH:10][C:11]2=[O:14])=[CH:6][C:5]=1[N:15]1[CH2:20][CH2:19][N:18]([C:21]2[CH:26]=[CH:25][CH:24]=[CH:23][C:22]=2[CH3:27])[CH2:17][CH2:16]1)([O-:3])=[O:2].Br[CH2:29][CH2:30][CH2:31][N:32]1[CH2:36][CH2:35][O:34][C:33]1=[O:37].C[Si]([N-][Si](C)(C)C)(C)C.[K+], predict the reaction product. (4) Given the reactants [CH3:1][O:2][C:3](=[O:35])[NH:4][CH:5]1[CH2:10][CH2:9][CH:8]([NH:11][C:12]2[N:13]=[CH:14][C:15]3[C:21]([NH2:22])=[CH:20][C:19](=[O:23])[N:18]([CH2:24][CH2:25][CH2:26][O:27][Si](C(C)(C)C)(C)C)[C:16]=3[N:17]=2)[CH2:7][CH2:6]1, predict the reaction product. The product is: [CH3:1][O:2][C:3](=[O:35])[NH:4][CH:5]1[CH2:10][CH2:9][CH:8]([NH:11][C:12]2[N:13]=[CH:14][C:15]3[C:21]([NH2:22])=[CH:20][C:19](=[O:23])[N:18]([CH2:24][CH2:25][CH2:26][OH:27])[C:16]=3[N:17]=2)[CH2:7][CH2:6]1. (5) Given the reactants [O:1]=[C:2]1[C:11]2[C:6](=[CH:7][CH:8]=[CH:9][CH:10]=2)[N:5]=[C:4]([C:12]([NH:14][CH2:15][C:16]2[CH:17]=[C:18]([O:22][CH2:23][CH2:24][CH2:25][C:26](O)=[O:27])[CH:19]=[CH:20][CH:21]=2)=[O:13])[NH:3]1.CN(C=O)C.C(Cl)(=O)C(Cl)=O.[NH2:40][OH:41], predict the reaction product. The product is: [OH:41][NH:40][C:26](=[O:27])[CH2:25][CH2:24][CH2:23][O:22][C:18]1[CH:17]=[C:16]([CH2:15][NH:14][C:12]([C:4]2[NH:3][C:2](=[O:1])[C:11]3[C:6](=[CH:7][CH:8]=[CH:9][CH:10]=3)[N:5]=2)=[O:13])[CH:21]=[CH:20][CH:19]=1. (6) Given the reactants O[CH:2]([CH3:5])[CH2:3][NH2:4].[Cl-].ClC(C)C[NH3+].[CH3:12][C:13]1[CH:18]=[C:17]([N+:19]([O-:21])=[O:20])[CH:16]=[CH:15][C:14]=1[N:22]=[C:23]=[S:24], predict the reaction product. The product is: [CH3:12][C:13]1[CH:18]=[C:17]([N+:19]([O-:21])=[O:20])[CH:16]=[CH:15][C:14]=1[N:22]=[C:23]1[NH:4][CH2:3][CH:2]([CH3:5])[S:24]1. (7) Given the reactants [C:1]([O:5][C:6]([N:8]([CH3:40])[CH:9]([C:20]1[N:25]=[C:24]([C:26]([O:28][CH3:29])=[O:27])[C:23]([O:30][S:31]([CH3:34])(=[O:33])=[O:32])=[C:22]([O:35]S(C)(=O)=O)[N:21]=1)[CH2:10][CH2:11][CH2:12][CH:13](OS(C)(=O)=O)[CH3:14])=[O:7])([CH3:4])([CH3:3])[CH3:2].C(=O)([O-])[O-].[Cs+].[Cs+].CS(Cl)(=O)=O, predict the reaction product. The product is: [C:1]([O:5][C:6]([N:8]([CH3:40])[C@@H:9]1[CH2:10][CH2:11][CH2:12][C@@H:13]([CH3:14])[N:21]2[C:22](=[O:35])[C:23]([O:30][S:31]([CH3:34])(=[O:32])=[O:33])=[C:24]([C:26]([O:28][CH3:29])=[O:27])[N:25]=[C:20]12)=[O:7])([CH3:3])([CH3:4])[CH3:2]. (8) Given the reactants Cl.Cl.[CH3:3][O:4][C:5]1[CH:6]=[C:7]([CH2:13][CH2:14][N:15]2[CH2:20][CH2:19][N:18]([CH2:21][CH2:22][CH2:23][C:24]3[CH:29]=[CH:28][CH:27]=[CH:26][CH:25]=3)[CH2:17][CH2:16]2)[CH:8]=[CH:9][C:10]=1[O:11][CH3:12].[OH-].[Na+].C(OCC)(=O)C, predict the reaction product. The product is: [CH3:3][O:4][C:5]1[CH:6]=[C:7]([CH2:13][CH2:14][N:15]2[CH2:16][CH2:17][N:18]([CH2:21][CH2:22][CH2:23][C:24]3[CH:25]=[CH:26][CH:27]=[CH:28][CH:29]=3)[CH2:19][CH2:20]2)[CH:8]=[CH:9][C:10]=1[O:11][CH3:12]. (9) Given the reactants [CH2:1]([C:8]1[NH:9][C:10]([C:13]([NH:15][C@@H:16]2[C:22](=[O:23])[NH:21][C:20]3[CH:24]=[CH:25][CH:26]=[CH:27][C:19]=3[CH2:18][CH2:17]2)=[O:14])=[N:11][N:12]=1)[C:2]1[CH:7]=[CH:6][CH:5]=[CH:4][CH:3]=1.C1C(=O)N([Cl:35])C(=O)C1, predict the reaction product. The product is: [CH2:1]([C:8]1[NH:9][C:10]([C:13]([NH:15][C@@H:16]2[C:22](=[O:23])[NH:21][C:20]3[CH:24]=[CH:25][C:26]([Cl:35])=[CH:27][C:19]=3[CH2:18][CH2:17]2)=[O:14])=[N:11][N:12]=1)[C:2]1[CH:3]=[CH:4][CH:5]=[CH:6][CH:7]=1.